This data is from Reaction yield outcomes from USPTO patents with 853,638 reactions. The task is: Predict the reaction yield, written as a fraction of the theoretical maximum amount of product (1.0 means a 100% yield; for example, 0.34 means a 34% yield). (1) The reactants are [CH2:1]([NH2:8])[C:2]1[CH:7]=[CH:6][CH:5]=[CH:4][CH:3]=1.[Br:9][C:10]1[CH:15]=[CH:14][C:13]([C:16](Cl)=[O:17])=[C:12]([O:19][CH3:20])[CH:11]=1.C(N(CC)CC)C. The catalyst is ClCCl. The product is [CH2:1]([NH:8][C:16](=[O:17])[C:13]1[CH:14]=[CH:15][C:10]([Br:9])=[CH:11][C:12]=1[O:19][CH3:20])[C:2]1[CH:7]=[CH:6][CH:5]=[CH:4][CH:3]=1. The yield is 0.860. (2) The product is [CH2:1]([O:8][C@H:9]1[CH2:12][C@H:11]([I:18])[CH2:10]1)[C:2]1[CH:7]=[CH:6][CH:5]=[CH:4][CH:3]=1. The yield is 0.860. The catalyst is CC(C)=O.C(OCC)C. The reactants are [CH2:1]([O:8][C@@H:9]1[CH2:12][C@H:11](OS(C)(=O)=O)[CH2:10]1)[C:2]1[CH:7]=[CH:6][CH:5]=[CH:4][CH:3]=1.[I-:18].[Na+]. (3) The reactants are [N+:1]([C:4]1[C:9]2[N:10]=[C:11]([C:13]3[CH:18]=[CH:17][C:16]([CH3:19])=[CH:15][CH:14]=3)[O:12][C:8]=2[CH:7]=[CH:6][CH:5]=1)([O-])=O.[Sn](Cl)Cl.C([O-])(O)=O.[Na+]. The catalyst is C(O)C. The product is [C:16]1([CH3:19])[CH:15]=[CH:14][C:13]([C:11]2[O:12][C:8]3[C:9](=[C:4]([NH2:1])[CH:5]=[CH:6][CH:7]=3)[N:10]=2)=[CH:18][CH:17]=1. The yield is 0.650. (4) The reactants are C(OC([N:8]([C@H:16]1[CH2:24][CH2:23][CH2:22][C@H:21]([O:25][C:26]2[CH:31]=[CH:30][CH:29]=[CH:28][CH:27]=2)[C@@H:20]([O:32][C:33]2[CH:38]=[CH:37][CH:36]=[CH:35][CH:34]=2)[C@H:19]([CH3:39])[O:18][C:17]1=[O:40])C(=O)OC(C)(C)C)=O)(C)(C)C.[ClH:41]. The catalyst is C(Cl)(Cl)Cl. The product is [Cl-:41].[CH3:39][C@@H:19]1[O:18][C:17](=[O:40])[C@@H:16]([NH3+:8])[CH2:24][CH2:23][CH2:22][C@H:21]([O:25][C:26]2[CH:31]=[CH:30][CH:29]=[CH:28][CH:27]=2)[C@H:20]1[O:32][C:33]1[CH:38]=[CH:37][CH:36]=[CH:35][CH:34]=1. The yield is 1.00. (5) The reactants are [OH:1][CH:2]([C:6]1[CH:11]=[CH:10][C:9]([C:12]2[N:16]=[C:15]([C:17]3[O:21][N:20]=[C:19]([C:22]4[CH:27]=[CH:26][CH:25]=[CH:24][CH:23]=4)[C:18]=3[C:28]([F:31])([F:30])[F:29])[O:14][N:13]=2)=[CH:8][CH:7]=1)[C:3]([OH:5])=O.CN1CCOCC1.[NH2:39][CH2:40][CH2:41][CH2:42][N:43]1[CH2:47][CH2:46][CH2:45][CH2:44]1.F[P-](F)(F)(F)(F)F.N1(O[P+](N(C)C)(N(C)C)N(C)C)C2C=CC=CC=2N=N1. The catalyst is CN(C=O)C. The product is [OH:1][CH:2]([C:6]1[CH:7]=[CH:8][C:9]([C:12]2[N:16]=[C:15]([C:17]3[O:21][N:20]=[C:19]([C:22]4[CH:23]=[CH:24][CH:25]=[CH:26][CH:27]=4)[C:18]=3[C:28]([F:31])([F:30])[F:29])[O:14][N:13]=2)=[CH:10][CH:11]=1)[C:3]([NH:39][CH2:40][CH2:41][CH2:42][N:43]1[CH2:47][CH2:46][CH2:45][CH2:44]1)=[O:5]. The yield is 0.535. (6) The reactants are [CH3:1][N:2]([CH3:6])[CH2:3][CH2:4][OH:5].[OH-].[K+].F[C:10]1[CH:15]=[CH:14][C:13]([N+:16]([O-:18])=[O:17])=[C:12]([O:19][CH3:20])[CH:11]=1. The catalyst is CCCCCCCC[N+](CCCCCCCC)(CCCCCCCC)C.[Cl-]. The product is [CH3:20][O:19][C:12]1[CH:11]=[C:10]([CH:15]=[CH:14][C:13]=1[N+:16]([O-:18])=[O:17])[O:5][CH2:4][CH2:3][N:2]([CH3:6])[CH3:1]. The yield is 0.620.